Task: Predict the reactants needed to synthesize the given product.. Dataset: Full USPTO retrosynthesis dataset with 1.9M reactions from patents (1976-2016) Given the product [CH3:37][C:34]([C:38]1[CH:39]=[CH:40][CH:41]([C:43]([C:11]2[C:10]3[CH2:9][C:8]4[C:16](=[CH:17][C:5]([C:1]([CH3:4])([CH3:3])[CH3:2])=[CH:6][CH:7]=4)[C:15]=3[CH:14]=[C:13]([C:18]([CH3:21])([CH3:20])[CH3:19])[CH:12]=2)([CH3:44])[CH3:45])[CH:42]=1)([CH3:33])[CH2:35][CH3:36], predict the reactants needed to synthesize it. The reactants are: [C:1]([C:5]1[CH:6]=[CH:7][C:8]2[CH2:9][C:10]3[C:15]([C:16]=2[CH:17]=1)=[CH:14][C:13]([C:18]([CH3:21])([CH3:20])[CH3:19])=[CH:12][CH:11]=3)([CH3:4])([CH3:3])[CH3:2].CCCCCC.C([Li])CCC.[CH3:33][C:34]([C:38]1[CH:39]=[CH:40][C:41](=[C:43]([CH3:45])[CH3:44])[CH:42]=1)([CH3:37])[CH2:35][CH3:36].